From a dataset of Forward reaction prediction with 1.9M reactions from USPTO patents (1976-2016). Predict the product of the given reaction. (1) Given the reactants Cl[C:2]([C:14]1[CH:19]=[CH:18][C:17]([Br:20])=[CH:16][CH:15]=1)=[N:3][N:4]=[C:5](Cl)[C:6]1[CH:11]=[CH:10][C:9]([Br:12])=[CH:8][CH:7]=1.[Br:21][C:22]1[CH:28]=[CH:27][C:25]([NH2:26])=[CH:24][CH:23]=1.CN(C)C1C=CC=CC=1, predict the reaction product. The product is: [Br:20][C:17]1[CH:18]=[CH:19][C:14]([C:2]2[N:26]([C:25]3[CH:27]=[CH:28][C:22]([Br:21])=[CH:23][CH:24]=3)[C:5]([C:6]3[CH:11]=[CH:10][C:9]([Br:12])=[CH:8][CH:7]=3)=[N:4][N:3]=2)=[CH:15][CH:16]=1. (2) Given the reactants Cl[C:2]1[C:7]([N+:8]([O-:10])=[O:9])=[CH:6][CH:5]=[CH:4][N:3]=1.[NH:11]1[CH2:16][CH2:15][NH:14][CH2:13][CH2:12]1, predict the reaction product. The product is: [N+:8]([C:7]1[C:2]([N:11]2[CH2:16][CH2:15][NH:14][CH2:13][CH2:12]2)=[N:3][CH:4]=[CH:5][CH:6]=1)([O-:10])=[O:9]. (3) Given the reactants [Br:1][C:2]1[CH:11]=[C:10]2[C:5]([C:6](=O)[CH:7]=[CH:8][NH:9]2)=[N:4][CH:3]=1.CN(C=O)C.C(Cl)(=O)C([Cl:21])=O.C(=O)(O)[O-].[Na+], predict the reaction product. The product is: [Br:1][C:2]1[CH:3]=[N:4][C:5]2[C:10]([CH:11]=1)=[N:9][CH:8]=[CH:7][C:6]=2[Cl:21]. (4) Given the reactants C([O:3][C:4]([C:6]1([NH:15][C:16](=[O:25])[C:17]2[CH:22]=[CH:21][C:20]([CH3:23])=[CH:19][C:18]=2[Br:24])[CH2:14][C:13]2[C:8](=[CH:9][CH:10]=[CH:11][CH:12]=2)[CH2:7]1)=[O:5])C.[OH-].[K+].O, predict the reaction product. The product is: [Br:24][C:18]1[CH:19]=[C:20]([CH3:23])[CH:21]=[CH:22][C:17]=1[C:16]([NH:15][C:6]1([C:4]([OH:5])=[O:3])[CH2:14][C:13]2[C:8](=[CH:9][CH:10]=[CH:11][CH:12]=2)[CH2:7]1)=[O:25].